The task is: Predict the reaction yield, written as a fraction of the theoretical maximum amount of product (1.0 means a 100% yield; for example, 0.34 means a 34% yield).. This data is from Reaction yield outcomes from USPTO patents with 853,638 reactions. (1) The yield is 0.760. The reactants are [C:1]1([C:7]([O:9][C@H:10]2[CH2:20][O:19][C@H:12]3[C@H:13]([OH:18])[C@H:14]([O:17][C@@H:11]23)[O:15][CH3:16])=[O:8])[CH:6]=[CH:5][CH:4]=[CH:3][CH:2]=1.[CH3:21]I. The catalyst is CN(C=O)C.C(OCC)(=O)C.[Ag-]=O. The product is [CH3:21][O:18][C@H:13]1[C@@H:12]2[O:19][CH2:20][C@H:10]([O:9][C:7]([C:1]3[CH:2]=[CH:3][CH:4]=[CH:5][CH:6]=3)=[O:8])[C@@H:11]2[O:17][C@@H:14]1[O:15][CH3:16]. (2) The reactants are [C:1]([O:4][CH2:5][C:6]([CH3:35])([CH3:34])[CH2:7][N:8]1[C:14]2[CH:15]=[CH:16][C:17]([Cl:19])=[CH:18][C:13]=2[C@@H:12]([C:20]2[CH:25]=[CH:24][CH:23]=[C:22]([O:26][CH3:27])[C:21]=2[O:28][CH3:29])[O:11][C@H:10]([CH2:30][CH2:31]O)[C:9]1=[O:33])(=[O:3])[CH3:2].CC(C)(O)[C:38]#[N:39].C1(C)C=CC=CC=1.N(C(N1CCCCC1)=O)=NC(N1CCCCC1)=O. The catalyst is CCCCCC. The product is [C:1]([O:4][CH2:5][C:6]([CH3:34])([CH3:35])[CH2:7][N:8]1[C:14]2[CH:15]=[CH:16][C:17]([Cl:19])=[CH:18][C:13]=2[C@@H:12]([C:20]2[CH:25]=[CH:24][CH:23]=[C:22]([O:26][CH3:27])[C:21]=2[O:28][CH3:29])[O:11][C@H:10]([CH2:30][CH2:31][C:38]#[N:39])[C:9]1=[O:33])(=[O:3])[CH3:2]. The yield is 0.740. (3) The catalyst is C(O)C.[Pd]. The reactants are [N+:1]([C:4]1[CH:5]=[CH:6][CH:7]=[C:8]2[C:12]=1[C:11](=[O:13])[N:10]([O:14][CH3:15])[CH2:9]2)([O-])=O. The product is [NH2:1][C:4]1[CH:5]=[CH:6][CH:7]=[C:8]2[C:12]=1[C:11](=[O:13])[N:10]([O:14][CH3:15])[CH2:9]2. The yield is 0.850. (4) The reactants are [CH3:1][C@@H:2]([OH:6])[CH2:3][O:4][CH3:5].[H-].[Na+].Cl[C:10]1[N:15]=[C:14]([C:16]([NH:18][CH2:19][C:20]([F:23])([F:22])[F:21])=[O:17])[CH:13]=[C:12]([S:24][CH3:25])[N:11]=1.CCOC(C)=O. The catalyst is C1COCC1. The product is [CH3:5][O:4][CH2:3][C@H:2]([O:6][C:10]1[N:15]=[C:14]([C:16]([NH:18][CH2:19][C:20]([F:21])([F:22])[F:23])=[O:17])[CH:13]=[C:12]([S:24][CH3:25])[N:11]=1)[CH3:1]. The yield is 0.602. (5) The reactants are [NH2:1][C:2]1[N:7]=[N:6][C:5]([C:8]#[C:9][CH2:10][CH2:11][N:12]2[CH:16]=[C:15]([C:17]([O:19][C:20]([CH3:23])([CH3:22])[CH3:21])=[O:18])[N:14]=[N:13]2)=[CH:4][CH:3]=1. The catalyst is [Ni].CO. The product is [NH2:1][C:2]1[N:7]=[N:6][C:5]([CH2:8][CH2:9][CH2:10][CH2:11][N:12]2[CH:16]=[C:15]([C:17]([O:19][C:20]([CH3:23])([CH3:22])[CH3:21])=[O:18])[N:14]=[N:13]2)=[CH:4][CH:3]=1. The yield is 0.890. (6) The reactants are [H-].[Na+].CS(C)=O.[I-].[CH3:8][S+](C)C.[Cl:12][C:13]1[CH:18]=[CH:17][C:16]([C:19]([C:21]2[CH:26]=[CH:25][C:24]([I:27])=[CH:23][CH:22]=2)=[O:20])=[CH:15][CH:14]=1. The catalyst is C(OCC)(=O)C. The product is [Cl:12][C:13]1[CH:18]=[CH:17][C:16]([C:19]2([C:21]3[CH:26]=[CH:25][C:24]([I:27])=[CH:23][CH:22]=3)[CH2:8][O:20]2)=[CH:15][CH:14]=1. The yield is 0.970. (7) The reactants are [OH-].[K+].C(=O)(OC)[O:4][C:5]1[CH:10]=[C:9]([N+:11]([O-:13])=[O:12])[C:8]([C:14]([CH3:17])([CH3:16])[CH3:15])=[CH:7][C:6]=1[Cl:18].Cl. The catalyst is CO. The product is [C:14]([C:8]1[C:9]([N+:11]([O-:13])=[O:12])=[CH:10][C:5]([OH:4])=[C:6]([Cl:18])[CH:7]=1)([CH3:17])([CH3:15])[CH3:16]. The yield is 0.680. (8) The reactants are [N+:1]([C:4]1[CH:5]=[C:6]([NH2:13])[C:7](=[CH:11][CH:12]=1)[C:8]([OH:10])=O)([O-:3])=[O:2].Cl.[CH:15](N)=[NH:16]. No catalyst specified. The product is [N+:1]([C:4]1[CH:5]=[C:6]2[C:7]([C:8](=[O:10])[NH:16][CH:15]=[N:13]2)=[CH:11][CH:12]=1)([O-:3])=[O:2]. The yield is 0.440. (9) The reactants are [CH3:1][C:2]1[CH:7]=[CH:6][N:5]=[CH:4][N:3]=1.[O:8]1[CH:12]=[CH:11][CH:10]=[C:9]1[C:13](OCC)=[O:14].C[Si]([N-][Si](C)(C)C)(C)C.[Li+]. The catalyst is C1COCC1. The product is [O:8]1[CH:12]=[CH:11][CH:10]=[C:9]1[C:13](=[O:14])[CH2:1][C:2]1[CH:7]=[CH:6][N:5]=[CH:4][N:3]=1. The yield is 0.850. (10) The reactants are [O:1]1[C:10]2[C:5](=[CH:6][CH:7]=[CH:8][CH:9]=2)[CH2:4][CH2:3][CH:2]1[C:11](O)=[O:12].C1COCC1.O.C([O-])([O-])=O.[K+].[K+]. The catalyst is C1COCC1. The product is [O:1]1[C:10]2[C:5](=[CH:6][CH:7]=[CH:8][CH:9]=2)[CH2:4][CH2:3][CH:2]1[CH2:11][OH:12]. The yield is 0.890.